From a dataset of Forward reaction prediction with 1.9M reactions from USPTO patents (1976-2016). Predict the product of the given reaction. (1) Given the reactants C(N(CC)CC)C.[CH3:8][C:9]1[CH:10]=[C:11]([CH3:41])[C:12]2[O:16][C:15]([NH:17][C:18]3[CH:23]=[CH:22][C:21]([C:24]4[C:32]5[C:27](=[N:28][CH:29]=[N:30][C:31]=5[NH2:33])[N:26]([CH:34]5[CH2:39][CH2:38][NH:37][CH2:36][CH2:35]5)[N:25]=4)=[CH:20][CH:19]=3)=[N:14][C:13]=2[CH:40]=1.Cl[C:43]([O:45][CH3:46])=[O:44], predict the reaction product. The product is: [CH3:46][O:45][C:43]([N:37]1[CH2:38][CH2:39][CH:34]([N:26]2[C:27]3=[N:28][CH:29]=[N:30][C:31]([NH2:33])=[C:32]3[C:24]([C:21]3[CH:22]=[CH:23][C:18]([NH:17][C:15]4[O:16][C:12]5[C:11]([CH3:41])=[CH:10][C:9]([CH3:8])=[CH:40][C:13]=5[N:14]=4)=[CH:19][CH:20]=3)=[N:25]2)[CH2:35][CH2:36]1)=[O:44]. (2) Given the reactants C[O:2][C:3](=[O:25])[C:4]1[CH:9]=[CH:8][C:7]([F:10])=[CH:6][C:5]=1[O:11][CH:12]1[CH2:17][CH2:16][N:15]([C:18]([O:20][C:21]([CH3:24])([CH3:23])[CH3:22])=[O:19])[CH2:14][CH2:13]1.[Li+].[OH-].CO.C1COCC1, predict the reaction product. The product is: [C:21]([O:20][C:18]([N:15]1[CH2:16][CH2:17][CH:12]([O:11][C:5]2[CH:6]=[C:7]([F:10])[CH:8]=[CH:9][C:4]=2[C:3]([OH:25])=[O:2])[CH2:13][CH2:14]1)=[O:19])([CH3:24])([CH3:22])[CH3:23]. (3) Given the reactants [Cl:1][C:2]1[CH:3]=[C:4]([N:10]2[CH:18]([C:19]3[CH:24]=[CH:23][C:22]([F:25])=[CH:21][CH:20]=3)[CH:17]3[C:12]([C:13]4[CH:29]=[CH:28][C:27]([C:30]([OH:32])=O)=[CH:26][C:14]=4[CH2:15][CH2:16]3)=[N:11]2)[CH:5]=[CH:6][C:7]=1[C:8]#[N:9].C(O)C.[CH3:36][S:37]([NH2:40])(=[O:39])=[O:38].C(N(CC)CC)C.Cl.CN(C)CCCN=C=NCC, predict the reaction product. The product is: [Cl:1][C:2]1[CH:3]=[C:4]([N:10]2[CH:18]([C:19]3[CH:24]=[CH:23][C:22]([F:25])=[CH:21][CH:20]=3)[CH:17]3[C:12]([C:13]4[CH:29]=[CH:28][C:27]([C:30]([NH:40][S:37]([CH3:36])(=[O:39])=[O:38])=[O:32])=[CH:26][C:14]=4[CH2:15][CH2:16]3)=[N:11]2)[CH:5]=[CH:6][C:7]=1[C:8]#[N:9].